Dataset: Full USPTO retrosynthesis dataset with 1.9M reactions from patents (1976-2016). Task: Predict the reactants needed to synthesize the given product. (1) Given the product [Cl:57][C:54]1[CH:55]=[C:56]2[C:51](=[C:52]([Cl:58])[CH:53]=1)[CH2:50][N:49]([CH3:59])[CH2:48][CH:47]2[C:43]1[CH:42]=[C:41]([S:38]([NH:37][CH2:36][CH2:35][O:34][CH2:33][CH2:32][O:31][CH2:30][CH2:29][O:28][CH2:27][CH2:26][NH:25][C:21](=[O:22])[C@H:8]([OH:24])[C@@H:9]([OH:13])[C:10]([OH:12])=[O:11])(=[O:40])=[O:39])[CH:46]=[CH:45][CH:44]=1, predict the reactants needed to synthesize it. The reactants are: O=C1CCC(=O)N1[C@:8]([OH:24])([C:21]([O-])=[O:22])[C@@:9](N1C(=O)CCC1=O)([OH:13])[C:10]([O-:12])=[O:11].[NH2:25][CH2:26][CH2:27][O:28][CH2:29][CH2:30][O:31][CH2:32][CH2:33][O:34][CH2:35][CH2:36][NH:37][S:38]([C:41]1[CH:46]=[CH:45][CH:44]=[C:43]([CH:47]2[C:56]3[C:51](=[C:52]([Cl:58])[CH:53]=[C:54]([Cl:57])[CH:55]=3)[CH2:50][N:49]([CH3:59])[CH2:48]2)[CH:42]=1)(=[O:40])=[O:39]. (2) Given the product [CH3:34][C:2]([CH3:1])([CH3:33])[CH2:3][C:4]([NH:6][C:7]1[C:8]([CH3:32])=[C:9]([CH3:31])[C:10]2[O:14][CH2:13][CH:12]([C:15]3[CH:20]=[CH:19][C:18]([CH:21]([CH3:28])[CH2:22][C:23]([O:25][CH2:26][CH3:27])=[O:24])=[CH:17][CH:16]=3)[C:11]=2[C:29]=1[CH3:30])=[O:5], predict the reactants needed to synthesize it. The reactants are: [CH3:1][C:2]([CH3:34])([CH3:33])[CH2:3][C:4]([NH:6][C:7]1[C:8]([CH3:32])=[C:9]([CH3:31])[C:10]2[O:14][CH2:13][CH:12]([C:15]3[CH:20]=[CH:19][C:18](/[C:21](/[CH3:28])=[CH:22]/[C:23]([O:25][CH2:26][CH3:27])=[O:24])=[CH:17][CH:16]=3)[C:11]=2[C:29]=1[CH3:30])=[O:5]. (3) Given the product [CH3:3][C:4]1[CH:5]=[C:6]([O:17][C:18]2[CH:23]=[CH:22][N:21]=[C:20]([NH:24][C:25]3[CH:26]=[CH:27][C:28]([C:29]([OH:31])=[O:30])=[CH:34][CH:35]=3)[CH:19]=2)[C:7]([C:11]2[CH:16]=[CH:15][CH:14]=[CH:13][N:12]=2)=[N:8][C:9]=1[CH3:10], predict the reactants needed to synthesize it. The reactants are: [OH-].[K+].[CH3:3][C:4]1[CH:5]=[C:6]([O:17][C:18]2[CH:23]=[CH:22][N:21]=[C:20]([NH:24][C:25]3[CH:35]=[CH:34][C:28]([C:29]([O:31]CC)=[O:30])=[CH:27][CH:26]=3)[CH:19]=2)[C:7]([C:11]2[CH:16]=[CH:15][CH:14]=[CH:13][N:12]=2)=[N:8][C:9]=1[CH3:10].Cl. (4) Given the product [CH2:17]([N:24]1[CH2:28][C@@H:27]2[C@@H:29]([NH:32][C:14]([C@@H:9]3[CH2:10][C@@H:11]([F:13])[CH2:12][N:8]3[C:6]([O:5][C:1]([CH3:2])([CH3:3])[CH3:4])=[O:7])=[O:16])[CH2:30][CH2:31][C@@H:26]2[CH2:25]1)[C:18]1[CH:19]=[CH:20][CH:21]=[CH:22][CH:23]=1, predict the reactants needed to synthesize it. The reactants are: [C:1]([O:5][C:6]([N:8]1[CH2:12][C@H:11]([F:13])[CH2:10][C@H:9]1[C:14]([OH:16])=O)=[O:7])([CH3:4])([CH3:3])[CH3:2].[CH2:17]([N:24]1[CH2:28][C@@H:27]2[C@@H:29]([NH2:32])[CH2:30][CH2:31][C@@H:26]2[CH2:25]1)[C:18]1[CH:23]=[CH:22][CH:21]=[CH:20][CH:19]=1.O.ON1C2C=CC=CC=2N=N1.C(N=C=NCCCN(C)C)C. (5) Given the product [F:1][C:2]1[CH:3]=[CH:4][C:5]2[C:6]3[C:11]([C@H:12]([CH3:26])[N:13]([C:16]([C:18]4[CH:23]=[CH:22][C:21]([OH:24])=[CH:20][C:19]=4[OH:25])=[O:17])[C:14]=2[CH:15]=1)=[CH:10][CH:9]=[CH:8][CH:7]=3, predict the reactants needed to synthesize it. The reactants are: [F:1][C:2]1[CH:3]=[CH:4][C:5]2[C:6]3[C:11]([CH:12]([CH3:26])[N:13]([C:16]([C:18]4[CH:23]=[CH:22][C:21]([OH:24])=[CH:20][C:19]=4[OH:25])=[O:17])[C:14]=2[CH:15]=1)=[CH:10][CH:9]=[CH:8][CH:7]=3.